Binary Classification. Given a drug SMILES string, predict its activity (active/inactive) in a high-throughput screening assay against a specified biological target. From a dataset of Serine/threonine kinase 33 screen with 319,792 compounds. The molecule is OC1CN(CCC1)CCNC(=O)c1oc2c(c1C)ccc(c2C)C. The result is 0 (inactive).